From a dataset of Catalyst prediction with 721,799 reactions and 888 catalyst types from USPTO. Predict which catalyst facilitates the given reaction. Reactant: C1(OC)C=CC=CC=1.[C:9]([C:13]1[CH:18]=[CH:17][C:16]([C:19](=[O:53])[CH2:20][N:21]2[CH2:30][CH2:29][C:28]3[C:23](=[CH:24][CH:25]=[C:26]([S:31]([N:34](CC4C=CC(OC)=CC=4OC)[C:35]4[CH:40]=[CH:39][C:38]([F:41])=[CH:37][CH:36]=4)(=[O:33])=[O:32])[CH:27]=3)[CH2:22]2)=[CH:15][CH:14]=1)([CH3:12])([CH3:11])[CH3:10].FC(F)(F)C(O)=O.C(=O)([O-])O.[Na+]. Product: [C:9]([C:13]1[CH:18]=[CH:17][C:16]([C:19](=[O:53])[CH2:20][N:21]2[CH2:30][CH2:29][C:28]3[C:23](=[CH:24][CH:25]=[C:26]([S:31]([NH:34][C:35]4[CH:40]=[CH:39][C:38]([F:41])=[CH:37][CH:36]=4)(=[O:32])=[O:33])[CH:27]=3)[CH2:22]2)=[CH:15][CH:14]=1)([CH3:12])([CH3:10])[CH3:11]. The catalyst class is: 22.